Dataset: Catalyst prediction with 721,799 reactions and 888 catalyst types from USPTO. Task: Predict which catalyst facilitates the given reaction. (1) Reactant: [F:1][C:2]([F:28])([F:27])[C@H:3]1[CH2:8][CH2:7][C@H:6]([NH:9][C:10](=[O:26])[C:11]2[CH:16]=[C:15]([N+:17]([O-])=O)[C:14]([NH2:20])=[CH:13][C:12]=2[O:21][CH2:22][CH:23]([F:25])[F:24])[CH2:5][CH2:4]1. Product: [F:1][C:2]([F:27])([F:28])[C@H:3]1[CH2:8][CH2:7][C@H:6]([NH:9][C:10](=[O:26])[C:11]2[CH:16]=[C:15]([NH2:17])[C:14]([NH2:20])=[CH:13][C:12]=2[O:21][CH2:22][CH:23]([F:24])[F:25])[CH2:5][CH2:4]1. The catalyst class is: 45. (2) Product: [CH2:1]([O:3][C:4](=[O:28])[CH2:5][N:6]1[C:14]2[CH2:13][CH2:12][CH2:11][C@@H:10]([N:15]([S:17]([C:20]3[CH:25]=[CH:24][C:23]([O:42][C:39]4[CH:40]=[CH:35][CH:34]=[CH:33][C:32]=4[Cl:31])=[C:22]([Cl:27])[CH:21]=3)(=[O:19])=[O:18])[CH3:16])[C:9]=2[CH:8]=[N:7]1)[CH3:2]. Reactant: [CH2:1]([O:3][C:4](=[O:28])[CH2:5][N:6]1[C:14]2[CH2:13][CH2:12][CH2:11][C@@H:10]([N:15]([S:17]([C:20]3[CH:25]=[CH:24][C:23](F)=[C:22]([Cl:27])[CH:21]=3)(=[O:19])=[O:18])[CH3:16])[C:9]=2[CH:8]=[N:7]1)[CH3:2].[H-].[Na+].[Cl:31][C:32]1C=C[C:35](O)=[CH:34][CH:33]=1.[C:39]([OH:42])(=O)[CH3:40]. The catalyst class is: 9. (3) Reactant: [Cl:1][C:2]1[CH:3]=[CH:4][C:5]2[N:6]([N:8]=[C:9]([N:11]([C:17]3[CH:22]=[CH:21][C:20]([S:23]([CH3:26])(=[O:25])=[O:24])=[CH:19][C:18]=3[O:27][CH3:28])[C:12](=[O:16])[O:13][CH2:14]Cl)[N:10]=2)[CH:7]=1.[C:29]([O:33][C:34]([N:36]1[CH2:41][CH2:40][CH:39]([C:42]([OH:44])=[O:43])[CH2:38][CH2:37]1)=[O:35])([CH3:32])([CH3:31])[CH3:30].C(=O)([O-])[O-].[Cs+].[Cs+].O. Product: [N:36]1([C:34]([O:33][C:29]([CH3:32])([CH3:31])[CH3:30])=[O:35])[CH2:37][CH2:38][CH:39]([C:42]([O:44][CH2:14][O:13][C:12](=[O:16])[N:11]([C:9]2[N:10]=[C:5]3[CH:4]=[CH:3][C:2]([Cl:1])=[CH:7][N:6]3[N:8]=2)[C:17]2[CH:22]=[CH:21][C:20]([S:23]([CH3:26])(=[O:25])=[O:24])=[CH:19][C:18]=2[O:27][CH3:28])=[O:43])[CH2:40][CH2:41]1. The catalyst class is: 3. (4) Reactant: [Br:1][C:2]1[CH:7]=[CH:6][C:5]([C@@H:8]2C[C@H:9]2[C:11]([O:13]CC)=O)=[CH:4][CH:3]=1.[CH3:16][C@@H:17]1[C@H:21]([C:22]2[CH:27]=[CH:26][CH:25]=[CH:24][CH:23]=2)[O:20][C:19](=[O:28])[NH:18]1.CCN(CC)CC. Product: [Br:1][C:2]1[CH:3]=[CH:4][C:5]([CH:8]=[CH:9][C:11]([N:18]2[C@@H:17]([CH3:16])[C@H:21]([C:22]3[CH:27]=[CH:26][CH:25]=[CH:24][CH:23]=3)[O:20][C:19]2=[O:28])=[O:13])=[CH:6][CH:7]=1. The catalyst class is: 23. (5) Reactant: [Cl:1][C:2]1[CH:7]=[CH:6][C:5]([C:8]2[C:14]3[CH:15]=[C:16]([O:19][CH3:20])[CH:17]=[CH:18][C:13]=3[N:12]3[C:21]([CH3:24])=[N:22][N:23]=[C:11]3[C@H:10]([CH2:25][C:26]([OH:28])=O)[N:9]=2)=[CH:4][CH:3]=1.CCN=C=NCCCN(C)C.C1C=CC2N(O)N=NC=2C=1.[NH2:50][CH2:51][CH2:52][O:53][C:54]1[CH:55]=[C:56]([Si:60]([CH3:63])([CH3:62])[OH:61])[CH:57]=[CH:58][CH:59]=1. Product: [Cl:1][C:2]1[CH:7]=[CH:6][C:5]([C:8]2[C:14]3[CH:15]=[C:16]([O:19][CH3:20])[CH:17]=[CH:18][C:13]=3[N:12]3[C:21]([CH3:24])=[N:22][N:23]=[C:11]3[C@H:10]([CH2:25][C:26]([NH:50][CH2:51][CH2:52][O:53][C:54]3[CH:59]=[CH:58][CH:57]=[C:56]([Si:60]([OH:61])([CH3:63])[CH3:62])[CH:55]=3)=[O:28])[N:9]=2)=[CH:4][CH:3]=1. The catalyst class is: 64. (6) Reactant: [C:1]1([C@@H:7]2[NH:12][CH2:11][C@@H:10]3[C@@:8]2([CH2:13][OH:14])[CH2:9]3)[CH:6]=[CH:5][CH:4]=[CH:3][CH:2]=1.C(N(CC)CC)C.[C:22](O[C:22]([O:24][C:25]([CH3:28])([CH3:27])[CH3:26])=[O:23])([O:24][C:25]([CH3:28])([CH3:27])[CH3:26])=[O:23]. Product: [C:25]([O:24][C:22]([N:12]1[CH2:11][CH:10]2[C:8]([CH2:13][OH:14])([CH2:9]2)[CH:7]1[C:1]1[CH:2]=[CH:3][CH:4]=[CH:5][CH:6]=1)=[O:23])([CH3:28])([CH3:27])[CH3:26]. The catalyst class is: 2.